From a dataset of Catalyst prediction with 721,799 reactions and 888 catalyst types from USPTO. Predict which catalyst facilitates the given reaction. Reactant: [Br:1][C:2]1[CH:11]=[CH:10][C:5]([C:6]([O:8]C)=O)=[CH:4][C:3]=1[CH3:12].[Si]([C:17]([F:20])([F:19])[F:18])(C)(C)C.CCCC[N+](CCCC)(CCCC)CCCC.[F-].Cl. Product: [Br:1][C:2]1[CH:11]=[CH:10][C:5]([C:6](=[O:8])[C:17]([F:20])([F:19])[F:18])=[CH:4][C:3]=1[CH3:12]. The catalyst class is: 1.